This data is from HIV replication inhibition screening data with 41,000+ compounds from the AIDS Antiviral Screen. The task is: Binary Classification. Given a drug SMILES string, predict its activity (active/inactive) in a high-throughput screening assay against a specified biological target. (1) The molecule is ON=CC1C(OCc2ccccc2)C(OCc2ccccc2)C(OCc2ccccc2)CN1Cc1ccccc1. The result is 0 (inactive). (2) The drug is COC(=O)NN=C(Cc1ccccc1)CN(C)C. The result is 0 (inactive). (3) The molecule is Cc1cn(C2CC(COCc3ccccc3)N(CCO)O2)c(=O)[nH]c1=O. The result is 0 (inactive). (4) The compound is N#Cc1ccccc1NC1OCC(O)C(O)C1O. The result is 0 (inactive). (5) The drug is CCCCOC(=O)C1CC2OC2CC1C(=O)OCCCCOC(=O)C1CC2OC2CC1C(=O)OCCCC. The result is 0 (inactive). (6) The drug is COc1cc2c(cc1OC)C(Cc1ccc(O)cc1)N(C)CC2.O=C(O)C(O)c1ccccc1. The result is 0 (inactive). (7) The compound is COc1ccc(NC(=O)CCC(CC(=O)c2ccco2)=NNC(N)=S)cc1. The result is 0 (inactive). (8) The result is 0 (inactive). The drug is CCCC[Sn](CCCC)(SCCS(=O)(=O)O)SCCS(=O)(=O)O.N=C(N)N.